This data is from Peptide-MHC class I binding affinity with 185,985 pairs from IEDB/IMGT. The task is: Regression. Given a peptide amino acid sequence and an MHC pseudo amino acid sequence, predict their binding affinity value. This is MHC class I binding data. (1) The peptide sequence is LTINKEEAL. The binding affinity (normalized) is 0.302. The MHC is HLA-B08:01 with pseudo-sequence HLA-B08:01. (2) The peptide sequence is FPFVLAAII. The MHC is HLA-B53:01 with pseudo-sequence HLA-B53:01. The binding affinity (normalized) is 0.887. (3) The peptide sequence is LADVCNWTY. The MHC is HLA-B58:01 with pseudo-sequence HLA-B58:01. The binding affinity (normalized) is 0.520. (4) The peptide sequence is HHIWQNLL. The MHC is HLA-B07:02 with pseudo-sequence HLA-B07:02. The binding affinity (normalized) is 0.0672.